This data is from Full USPTO retrosynthesis dataset with 1.9M reactions from patents (1976-2016). The task is: Predict the reactants needed to synthesize the given product. (1) The reactants are: [F:1][C:2]1[CH:3]=[C:4]([CH:7]=[CH:8][C:9]=1[O:10][CH3:11])[CH:5]=O.[C:12](=O)([O-])[O-].[K+].[K+].[N+](=C(P(=O)(OC)OC)C(=O)C)=[N-]. Given the product [C:5]([C:4]1[CH:7]=[CH:8][C:9]([O:10][CH3:11])=[C:2]([F:1])[CH:3]=1)#[CH:12], predict the reactants needed to synthesize it. (2) Given the product [CH3:5][C:6]1[C:7]([N:12]([CH2:46][O:47][CH2:48][CH2:49][O:50][CH3:51])[S:13]([C:16]2[S:17][C:18]([CH3:45])=[CH:19][C:20]=2[C:21]2[CH:26]=[CH:25][C:24]([CH2:27][N:28]3[C:36]4[CH:35]=[C:34]([CH2:37][CH3:38])[N:33]=[C:32]([CH3:39])[C:31]=4[C:30]([C:40]4[CH:2]=[CH:1][CH:58]=[CH:57][CH:52]=4)=[N:29]3)=[CH:23][C:22]=2[CH2:41][O:42][CH2:43][CH3:44])(=[O:14])=[O:15])=[N:8][O:9][C:10]=1[CH3:11], predict the reactants needed to synthesize it. The reactants are: [CH2:1](O)[CH3:2].Cl.[CH3:5][C:6]1[C:7]([N:12]([CH2:46][O:47][CH2:48][CH2:49][O:50][CH3:51])[S:13]([C:16]2[S:17][C:18]([CH3:45])=[CH:19][C:20]=2[C:21]2[CH:26]=[CH:25][C:24]([CH2:27][N:28]3[C:36]4[CH:35]=[C:34]([CH2:37][CH3:38])[N:33]=[C:32]([CH3:39])[C:31]=4[C:30]([CH3:40])=[N:29]3)=[CH:23][C:22]=2[CH2:41][O:42][CH2:43][CH3:44])(=[O:15])=[O:14])=[N:8][O:9][C:10]=1[CH3:11].[C:52](=O)(O)[O-].[Na+].[C:57](O)(=O)[CH3:58]. (3) Given the product [Cl:1][C:2]1[C:6]([Cl:7])=[C:5]([CH3:8])[NH:4][C:3]=1[C:9]([NH:11][CH:12]1[CH2:13][CH2:14][N:15]([C:18]2[N:23]=[C:22]([O:24][CH2:25][CH2:26][S:45]([CH3:34])(=[O:48])=[O:46])[N:21]=[C:20]([C:29]([NH:31][O:32][CH3:33])=[O:30])[CH:19]=2)[CH2:16][CH2:17]1)=[O:10], predict the reactants needed to synthesize it. The reactants are: [Cl:1][C:2]1[C:6]([Cl:7])=[C:5]([CH3:8])[NH:4][C:3]=1[C:9]([NH:11][CH:12]1[CH2:17][CH2:16][N:15]([C:18]2[N:23]=[C:22]([O:24][CH2:25][CH2:26]SC)[N:21]=[C:20]([C:29]([NH:31][O:32][CH3:33])=[O:30])[CH:19]=2)[CH2:14][CH2:13]1)=[O:10].[CH:34]1C=C(Cl)C=C(C(OO)=O)C=1.[S:45]([O-:48])([O-])=[O:46].[Na+].[Na+]. (4) Given the product [NH2:1][C:2]([CH3:37])([CH3:38])[C:3]([NH:5][C@H:6]([CH2:33][CH:34]([CH3:35])[CH3:36])[C:7]([NH:9][CH:10]1[CH2:19][C:18]2[C:13](=[C:14]([N:20]3[C:24](=[O:39])[CH2:23][CH2:22][CH:21]3[OH:25])[CH:15]=[CH:16][CH:17]=2)[N:12]([CH2:26][C:27]2[CH:31]=[CH:30][S:29][CH:28]=2)[C:11]1=[O:32])=[O:8])=[O:4], predict the reactants needed to synthesize it. The reactants are: [NH2:1][C:2]([CH3:38])([CH3:37])[C:3]([NH:5][C@H:6]([CH2:33][CH:34]([CH3:36])[CH3:35])[C:7]([NH:9][CH:10]1[CH2:19][C:18]2[C:13](=[C:14]([N:20]3[CH2:24][CH2:23][CH2:22][C:21]3=[O:25])[CH:15]=[CH:16][CH:17]=2)[N:12]([CH2:26][C:27]2[CH:31]=[CH:30][S:29][CH:28]=2)[C:11]1=[O:32])=[O:8])=[O:4].[O:39]=C1O[C@H]([C@H](CO)O)C(O)=C1O.O=O. (5) Given the product [N:22]1[O:23][N:24]=[C:25]2[CH:30]=[C:29]([C:31]([N:8]3[CH:13]4[CH2:14][O:15][CH2:16][CH:9]3[CH2:10][O:11][CH2:12]4)=[O:32])[CH:28]=[CH:27][C:26]=12, predict the reactants needed to synthesize it. The reactants are: C([N:8]1[CH:13]2[CH2:14][O:15][CH2:16][CH:9]1[CH2:10][O:11][CH2:12]2)C1C=CC=CC=1.C1COCC1.[N:22]1[O:23][N:24]=[C:25]2[CH:30]=[C:29]([C:31](Cl)=[O:32])[CH:28]=[CH:27][C:26]=12.OS(O)(=O)=O. (6) Given the product [CH3:4][O:5][C:6]([C@H:8]1[N:12]2[C:13](=[O:36])[C:14]([CH2:34][NH2:35])=[C:15]([CH2:23][C:24]3[C:33]4[C:28](=[CH:29][CH:30]=[CH:31][CH:32]=4)[CH:27]=[CH:26][CH:25]=3)[C:16]([C:17]3[CH:22]=[CH:21][CH:20]=[CH:19][CH:18]=3)=[C:11]2[S:10][CH2:9]1)=[O:7], predict the reactants needed to synthesize it. The reactants are: S(C)C.[CH3:4][O:5][C:6]([C@H:8]1[N:12]2[C:13](=[O:36])[C:14]([C:34]#[N:35])=[C:15]([CH2:23][C:24]3[C:33]4[C:28](=[CH:29][CH:30]=[CH:31][CH:32]=4)[CH:27]=[CH:26][CH:25]=3)[C:16]([C:17]3[CH:22]=[CH:21][CH:20]=[CH:19][CH:18]=3)=[C:11]2[S:10][CH2:9]1)=[O:7].[OH-].[Na+].